Dataset: Full USPTO retrosynthesis dataset with 1.9M reactions from patents (1976-2016). Task: Predict the reactants needed to synthesize the given product. (1) Given the product [CH2:13]([N:4]1[CH:3]=[C:2]([I:1])[CH:6]=[N:5]1)[C:14]1[CH:19]=[CH:18][CH:17]=[CH:16][CH:15]=1, predict the reactants needed to synthesize it. The reactants are: [I:1][C:2]1[CH:3]=[N:4][NH:5][CH:6]=1.C(=O)([O-])[O-].[K+].[K+].[CH2:13](Br)[C:14]1[CH:19]=[CH:18][CH:17]=[CH:16][CH:15]=1. (2) Given the product [CH2:16]([O:1][C:2]1[CH:3]=[C:4]([C:8]2[CH:9]=[CH:10][CH:11]=[CH:12][CH:13]=2)[CH:5]=[CH:6][CH:7]=1)[CH:15]=[CH2:14], predict the reactants needed to synthesize it. The reactants are: [OH:1][C:2]1[CH:3]=[C:4]([C:8]2[CH:13]=[CH:12][CH:11]=[CH:10][CH:9]=2)[CH:5]=[CH:6][CH:7]=1.[CH2:14](Br)[CH:15]=[CH2:16].C(=O)([O-])[O-].[K+].[K+].O. (3) Given the product [BrH:1].[C:19]([C:7]1[CH:6]=[C:5]([C:3](=[O:4])[CH2:2][N:30]2[CH2:29][C:28]3[C:32](=[C:33]([F:38])[C:34]([O:35][CH2:36][CH3:37])=[C:26]([O:25][CH2:23][CH3:24])[CH:27]=3)[C:31]2=[NH:39])[CH:10]=[C:9]([N:11]2[CH2:16][CH2:15][O:14][CH2:13][CH2:12]2)[C:8]=1[O:17][CH3:18])([CH3:22])([CH3:21])[CH3:20], predict the reactants needed to synthesize it. The reactants are: [Br:1][CH2:2][C:3]([C:5]1[CH:10]=[C:9]([N:11]2[CH2:16][CH2:15][O:14][CH2:13][CH2:12]2)[C:8]([O:17][CH3:18])=[C:7]([C:19]([CH3:22])([CH3:21])[CH3:20])[CH:6]=1)=[O:4].[CH2:23]([O:25][C:26]1[CH:27]=[C:28]2[C:32](=[C:33]([F:38])[C:34]=1[O:35][CH2:36][CH3:37])[C:31]([NH2:39])=[N:30][CH2:29]2)[CH3:24]. (4) Given the product [O:1]1[CH2:2][CH:3]1[C:4]1[CH:13]=[CH:12][C:7]2[C:8](=[O:11])[O:9][CH2:10][C:6]=2[CH:5]=1, predict the reactants needed to synthesize it. The reactants are: [OH:1][CH2:2][CH2:3][C:4]1[CH:13]=[CH:12][C:7]2[C:8](=[O:11])[O:9][CH2:10][C:6]=2[CH:5]=1.CCN(CC)CC.CS(Cl)(=O)=O.[Cl-].[NH4+].C1CCN2C(=NCCC2)CC1.ClC1C=CC=C(C(OO)=O)C=1. (5) Given the product [Cl:12][CH2:11][C:10](=[O:13])[CH2:9][O:8][CH2:1][C:2]1[CH:7]=[CH:6][CH:5]=[CH:4][CH:3]=1, predict the reactants needed to synthesize it. The reactants are: [CH2:1]([O:8][CH2:9][CH:10]([OH:13])[CH2:11][Cl:12])[C:2]1[CH:7]=[CH:6][CH:5]=[CH:4][CH:3]=1.[Br-].[Na+].C(=O)([O-])O.[Na+].Cl[O-].[Na+].S([O-])([O-])(=O)=S.[Na+].[Na+]. (6) Given the product [N:2]1([CH2:3][CH:4]([N:11]2[CH:15]=[C:14]([NH2:16])[CH:13]=[N:12]2)[C:5]2[CH:10]=[CH:9][CH:8]=[CH:7][CH:6]=2)[CH2:17][CH2:19][CH2:1]1, predict the reactants needed to synthesize it. The reactants are: [CH3:1][N:2]([CH3:17])[CH2:3][CH:4]([N:11]1[CH:15]=[C:14]([NH2:16])[CH:13]=[N:12]1)[C:5]1[CH:10]=[CH:9][CH:8]=[CH:7][CH:6]=1.N1CC[CH2:19]1. (7) Given the product [CH2:1]([O:3][C:4](=[O:25])[CH2:5][N:6]([CH2:19][C:20]([O:22][CH2:23][CH3:24])=[O:21])[C:7]1[CH:12]=[C:11]2[C:10](=[CH:9][C:8]=1[CH3:18])[C:15](=[O:17])[CH2:14][CH2:13]2)[CH3:2], predict the reactants needed to synthesize it. The reactants are: [CH2:1]([O:3][C:4](=[O:25])[CH2:5][N:6]([CH2:19][C:20]([O:22][CH2:23][CH3:24])=[O:21])[C:7]1[CH:12]=[C:11]([CH2:13][CH2:14][C:15]([OH:17])=O)[CH:10]=[CH:9][C:8]=1[CH3:18])[CH3:2].C(Cl)(=O)C(Cl)=O.[Cl-].[Al+3].[Cl-].[Cl-]. (8) Given the product [CH:19]1([CH2:18][O:17][C:13]2[C:14]([F:16])=[CH:15][C:10]([C:9]3[O:23][C:2]4[CH:3]=[C:4]([O:24][CH2:25][C@@H:26]([NH:28][C:29](=[O:35])[O:30][C:31]([CH3:34])([CH3:33])[CH3:32])[CH3:27])[N:5]=[CH:6][C:7]=4[N:8]=3)=[C:11]([F:22])[CH:12]=2)[CH2:21][CH2:20]1, predict the reactants needed to synthesize it. The reactants are: Cl[C:2]1[C:7]([NH:8][C:9](=[O:23])[C:10]2[CH:15]=[C:14]([F:16])[C:13]([O:17][CH2:18][CH:19]3[CH2:21][CH2:20]3)=[CH:12][C:11]=2[F:22])=[CH:6][N:5]=[C:4]([O:24][CH2:25][C@@H:26]([NH:28][C:29](=[O:35])[O:30][C:31]([CH3:34])([CH3:33])[CH3:32])[CH3:27])[CH:3]=1.C(=O)([O-])[O-].[K+].[K+].O. (9) Given the product [C:20]([O:19][C:17]([N:14]1[CH2:13][CH2:12][CH:11]([CH:25]([C:26]([O:28][CH2:29][CH3:30])=[O:27])[C:24]([O:32][CH2:33][CH3:34])=[O:31])[CH2:16][CH2:15]1)=[O:18])([CH3:21])([CH3:22])[CH3:23], predict the reactants needed to synthesize it. The reactants are: C1(S(O[CH:11]2[CH2:16][CH2:15][N:14]([C:17]([O:19][C:20]([CH3:23])([CH3:22])[CH3:21])=[O:18])[CH2:13][CH2:12]2)(=O)=O)C=CC=CC=1.[C:24]([O:32][CH2:33][CH3:34])(=[O:31])[CH2:25][C:26]([O:28][CH2:29][CH3:30])=[O:27].CC[O-].[Na+].CCO. (10) Given the product [CH2:14]([C:11]1[O:10][C:9]([C:8]2[C:3]([CH:1]=[O:18])=[N:4][C:5]([CH3:16])=[CH:6][CH:7]=2)=[N:13][CH:12]=1)[CH3:15], predict the reactants needed to synthesize it. The reactants are: [CH:1]([C:3]1[C:8]([C:9]2[O:10][C:11]([CH2:14][CH3:15])=[CH:12][N:13]=2)=[CH:7][CH:6]=[C:5]([CH3:16])[N:4]=1)=C.I([O-])(=O)(=O)=[O:18].[Na+].